This data is from Peptide-MHC class II binding affinity with 134,281 pairs from IEDB. The task is: Regression. Given a peptide amino acid sequence and an MHC pseudo amino acid sequence, predict their binding affinity value. This is MHC class II binding data. (1) The peptide sequence is KQQGIRYANPIAFFR. The MHC is DRB4_0101 with pseudo-sequence DRB4_0103. The binding affinity (normalized) is 0.609. (2) The peptide sequence is VAAFTEALRIIAGVL. The MHC is DRB3_0101 with pseudo-sequence DRB3_0101. The binding affinity (normalized) is 0.0952.